This data is from Reaction yield outcomes from USPTO patents with 853,638 reactions. The task is: Predict the reaction yield, written as a fraction of the theoretical maximum amount of product (1.0 means a 100% yield; for example, 0.34 means a 34% yield). (1) The reactants are [C:1]1([SH:7])[CH:6]=[CH:5][CH:4]=[CH:3][CH:2]=1.Cl[CH2:9][C:10]([N:12]1[CH2:17][CH2:16][N:15]([S:18]([C:21]2[CH:30]=[CH:29][C:28]3[C:23](=[CH:24][CH:25]=[CH:26][CH:27]=3)[CH:22]=2)(=[O:20])=[O:19])[CH2:14][CH2:13]1)=[O:11].[C:31](=O)([O-])[O-].[K+].[K+].O. The catalyst is C(#N)C. The product is [CH:22]1[C:23]2[C:28](=[CH:27][CH:26]=[CH:25][CH:24]=2)[CH:29]=[CH:30][C:21]=1[S:18]([N:15]1[CH2:16][CH2:17][N:12]([C:10](=[O:11])[CH2:9][S:7][C:1]2[CH:6]=[CH:5][C:4]([CH3:31])=[CH:3][CH:2]=2)[CH2:13][CH2:14]1)(=[O:20])=[O:19]. The yield is 1.00. (2) The reactants are [CH2:1]([N:8]=[C:9]=[O:10])[C:2]1[CH:7]=[CH:6][CH:5]=[CH:4][CH:3]=1.[C:11]1([C:17]2([CH2:27][CH:28]([CH3:30])[CH3:29])[C:21]3[CH2:22][NH:23][CH2:24][CH2:25][C:20]=3[C:19](=[O:26])[O:18]2)[CH:16]=[CH:15][CH:14]=[CH:13][CH:12]=1. The catalyst is ClCCl. The product is [CH2:1]([NH:8][C:9]([N:23]1[CH2:24][CH2:25][C:20]2[C:19](=[O:26])[O:18][C:17]([CH2:27][CH:28]([CH3:29])[CH3:30])([C:11]3[CH:16]=[CH:15][CH:14]=[CH:13][CH:12]=3)[C:21]=2[CH2:22]1)=[O:10])[C:2]1[CH:7]=[CH:6][CH:5]=[CH:4][CH:3]=1. The yield is 0.680. (3) The reactants are C1C=CC2N(O)N=NC=2C=1.[F:11][C:12]1[CH:13]=[CH:14][C:15]([NH:18][NH2:19])=[N:16][CH:17]=1.[N:20]1([CH2:26][C:27]2[CH:35]=[CH:34][C:30]([C:31](O)=[O:32])=[CH:29][CH:28]=2)[CH2:25][CH2:24][O:23][CH2:22][CH2:21]1.C(Cl)CCl. The catalyst is C(Cl)Cl. The product is [F:11][C:12]1[CH:13]=[CH:14][C:15]([NH:18][NH:19][C:31](=[O:32])[C:30]2[CH:29]=[CH:28][C:27]([CH2:26][N:20]3[CH2:21][CH2:22][O:23][CH2:24][CH2:25]3)=[CH:35][CH:34]=2)=[N:16][CH:17]=1. The yield is 0.750. (4) The reactants are [CH3:1][O:2][C:3]1[CH:20]=[CH:19][C:6]([CH2:7][NH:8][S:9]([NH:12][CH2:13][C:14](OCC)=[O:15])(=[O:11])=[O:10])=[CH:5][CH:4]=1.O(C(C)(C)C)[K]. The catalyst is CN(C=O)C. The product is [CH3:1][O:2][C:3]1[CH:20]=[CH:19][C:6]([CH2:7][N:8]2[C:14](=[O:15])[CH2:13][NH:12][S:9]2(=[O:11])=[O:10])=[CH:5][CH:4]=1. The yield is 0.540.